From a dataset of NCI-60 drug combinations with 297,098 pairs across 59 cell lines. Regression. Given two drug SMILES strings and cell line genomic features, predict the synergy score measuring deviation from expected non-interaction effect. (1) Drug 1: CC1=CC=C(C=C1)C2=CC(=NN2C3=CC=C(C=C3)S(=O)(=O)N)C(F)(F)F. Drug 2: C1=NC2=C(N1)C(=S)N=CN2. Cell line: 786-0. Synergy scores: CSS=46.0, Synergy_ZIP=-0.541, Synergy_Bliss=0.495, Synergy_Loewe=1.64, Synergy_HSA=0.803. (2) Drug 1: CC1C(C(CC(O1)OC2CC(CC3=C2C(=C4C(=C3O)C(=O)C5=C(C4=O)C(=CC=C5)OC)O)(C(=O)CO)O)N)O.Cl. Drug 2: C1C(C(OC1N2C=NC3=C2NC=NCC3O)CO)O. Cell line: OVCAR-4. Synergy scores: CSS=4.14, Synergy_ZIP=0.876, Synergy_Bliss=-0.898, Synergy_Loewe=-1.99, Synergy_HSA=-0.575. (3) Drug 1: C1=CN(C(=O)N=C1N)C2C(C(C(O2)CO)O)O.Cl. Drug 2: CCC1(CC2CC(C3=C(CCN(C2)C1)C4=CC=CC=C4N3)(C5=C(C=C6C(=C5)C78CCN9C7C(C=CC9)(C(C(C8N6C=O)(C(=O)OC)O)OC(=O)C)CC)OC)C(=O)OC)O.OS(=O)(=O)O. Cell line: NCI-H322M. Synergy scores: CSS=9.12, Synergy_ZIP=-3.22, Synergy_Bliss=-12.3, Synergy_Loewe=-3.28, Synergy_HSA=-10.9. (4) Drug 1: C1=C(C(=O)NC(=O)N1)N(CCCl)CCCl. Drug 2: C#CCC(CC1=CN=C2C(=N1)C(=NC(=N2)N)N)C3=CC=C(C=C3)C(=O)NC(CCC(=O)O)C(=O)O. Cell line: HT29. Synergy scores: CSS=12.1, Synergy_ZIP=-12.1, Synergy_Bliss=-11.3, Synergy_Loewe=-18.7, Synergy_HSA=-9.09. (5) Drug 1: C1=CC(=CC=C1CCC2=CNC3=C2C(=O)NC(=N3)N)C(=O)NC(CCC(=O)O)C(=O)O. Drug 2: CC1=C2C(C(=O)C3(C(CC4C(C3C(C(C2(C)C)(CC1OC(=O)C(C(C5=CC=CC=C5)NC(=O)OC(C)(C)C)O)O)OC(=O)C6=CC=CC=C6)(CO4)OC(=O)C)O)C)O. Cell line: HCT-15. Synergy scores: CSS=44.5, Synergy_ZIP=2.46, Synergy_Bliss=0.935, Synergy_Loewe=-1.62, Synergy_HSA=0.822. (6) Drug 1: COC1=C(C=C2C(=C1)N=CN=C2NC3=CC(=C(C=C3)F)Cl)OCCCN4CCOCC4. Drug 2: CC1C(C(CC(O1)OC2CC(CC3=C2C(=C4C(=C3O)C(=O)C5=C(C4=O)C(=CC=C5)OC)O)(C(=O)C)O)N)O.Cl. Cell line: MALME-3M. Synergy scores: CSS=44.4, Synergy_ZIP=-2.86, Synergy_Bliss=1.85, Synergy_Loewe=-3.39, Synergy_HSA=1.69. (7) Drug 1: CC1=C(C(=CC=C1)Cl)NC(=O)C2=CN=C(S2)NC3=CC(=NC(=N3)C)N4CCN(CC4)CCO. Drug 2: C1=NNC2=C1C(=O)NC=N2. Cell line: OVCAR-5. Synergy scores: CSS=26.0, Synergy_ZIP=-13.1, Synergy_Bliss=-9.49, Synergy_Loewe=-36.8, Synergy_HSA=-6.06. (8) Drug 1: C1=CN(C(=O)N=C1N)C2C(C(C(O2)CO)O)O.Cl. Drug 2: CS(=O)(=O)OCCCCOS(=O)(=O)C. Cell line: TK-10. Synergy scores: CSS=10.8, Synergy_ZIP=-4.10, Synergy_Bliss=-1.00, Synergy_Loewe=-10.7, Synergy_HSA=-0.0713. (9) Drug 1: CC1=C2C(C(=O)C3(C(CC4C(C3C(C(C2(C)C)(CC1OC(=O)C(C(C5=CC=CC=C5)NC(=O)OC(C)(C)C)O)O)OC(=O)C6=CC=CC=C6)(CO4)OC(=O)C)OC)C)OC. Drug 2: C(CCl)NC(=O)N(CCCl)N=O. Cell line: SNB-19. Synergy scores: CSS=37.7, Synergy_ZIP=1.54, Synergy_Bliss=0.836, Synergy_Loewe=-14.6, Synergy_HSA=0.975.